Dataset: Full USPTO retrosynthesis dataset with 1.9M reactions from patents (1976-2016). Task: Predict the reactants needed to synthesize the given product. (1) Given the product [CH2:4]([O:18][CH:13]=[CH:12][C:11]([OH:14])([C:10]([F:16])([F:15])[F:9])[CH2:7][C:6]#[N:8])[CH3:5], predict the reactants needed to synthesize it. The reactants are: [Li]CC[CH2:4][CH3:5].[C:6](#[N:8])[CH3:7].[F:9][C:10]([F:16])([F:15])[C:11](=[O:14])[CH:12]=[CH2:13].S(=O)(=O)(O)[OH:18]. (2) Given the product [CH3:1][O:2][C:3]1[C:11]([O:12][CH2:13][C:14]2[CH:19]=[CH:18][CH:17]=[CH:16][CH:15]=2)=[CH:10][C:6]([C:7]([NH2:9])=[O:8])=[C:5]([NH2:20])[CH:4]=1, predict the reactants needed to synthesize it. The reactants are: [CH3:1][O:2][C:3]1[C:11]([O:12][CH2:13][C:14]2[CH:19]=[CH:18][CH:17]=[CH:16][CH:15]=2)=[CH:10][C:6]([C:7]([NH2:9])=[O:8])=[C:5]([N+:20]([O-])=O)[CH:4]=1. (3) Given the product [Br:20][C:6]1[S:5][C:4]([C:2]([C@H:9]2[CH2:10][CH2:11][C@H:12]([NH:15][S:16]([CH3:19])(=[O:18])=[O:17])[CH2:13][CH2:14]2)([OH:1])[CH3:3])=[N:8][CH:7]=1, predict the reactants needed to synthesize it. The reactants are: [OH:1][C:2]([C@H:9]1[CH2:14][CH2:13][C@H:12]([NH:15][S:16]([CH3:19])(=[O:18])=[O:17])[CH2:11][CH2:10]1)([C:4]1[S:5][CH:6]=[CH:7][N:8]=1)[CH3:3].[Br:20]N1C(=O)CCC1=O. (4) Given the product [F:13][C:14]1[CH:15]=[CH:16][C:17]([C:20]2[CH:25]=[CH:24][C:23]([CH2:26][CH2:27][CH:5]([S:6]([CH3:9])(=[O:8])=[O:7])[C:4]([O:3][CH2:1][CH3:2])=[O:10])=[CH:22][CH:21]=2)=[CH:18][CH:19]=1, predict the reactants needed to synthesize it. The reactants are: [CH2:1]([O:3][C:4](=[O:10])[CH2:5][S:6]([CH3:9])(=[O:8])=[O:7])[CH3:2].[H-].[Na+].[F:13][C:14]1[CH:19]=[CH:18][C:17]([C:20]2[CH:25]=[CH:24][C:23]([CH2:26][CH2:27]I)=[CH:22][CH:21]=2)=[CH:16][CH:15]=1.Cl.